From a dataset of Retrosynthesis with 50K atom-mapped reactions and 10 reaction types from USPTO. Predict the reactants needed to synthesize the given product. (1) Given the product Cc1ccccc1OCC(=O)Nc1ccc(-c2nc3cc(Cl)ccc3o2)cn1, predict the reactants needed to synthesize it. The reactants are: Cc1ccccc1OCC(=O)O.Nc1ccc(-c2nc3cc(Cl)ccc3o2)cn1. (2) Given the product CN1Cc2cc(-c3ccc(-c4cncc(NS(=O)(=O)c5cccs5)c4)s3)ccc2C1=O, predict the reactants needed to synthesize it. The reactants are: CN1Cc2cc(-c3ccc(-c4cncc(N)c4)s3)ccc2C1=O.O=S(=O)(Cl)c1cccs1.